This data is from Peptide-MHC class I binding affinity with 185,985 pairs from IEDB/IMGT. The task is: Regression. Given a peptide amino acid sequence and an MHC pseudo amino acid sequence, predict their binding affinity value. This is MHC class I binding data. (1) The peptide sequence is KSMPTSMGK. The MHC is HLA-A03:01 with pseudo-sequence HLA-A03:01. The binding affinity (normalized) is 0.738. (2) The peptide sequence is AESICSYWL. The MHC is HLA-B57:01 with pseudo-sequence HLA-B57:01. The binding affinity (normalized) is 0.0847. (3) The peptide sequence is FPDGKPFTL. The MHC is HLA-A02:03 with pseudo-sequence HLA-A02:03. The binding affinity (normalized) is 0.0847. (4) The peptide sequence is SITEAELTGY. The MHC is HLA-A01:01 with pseudo-sequence HLA-A01:01. The binding affinity (normalized) is 0.448. (5) The peptide sequence is LLQRANELV. The MHC is HLA-A02:01 with pseudo-sequence HLA-A02:01. The binding affinity (normalized) is 0.404. (6) The peptide sequence is NTPLHIVCSK. The MHC is HLA-A68:01 with pseudo-sequence HLA-A68:01. The binding affinity (normalized) is 0.780. (7) The peptide sequence is KPDHDGNTPL. The MHC is HLA-B51:01 with pseudo-sequence HLA-B51:01. The binding affinity (normalized) is 0. (8) The peptide sequence is ENAVWDQFK. The MHC is HLA-A11:01 with pseudo-sequence HLA-A11:01. The binding affinity (normalized) is 0.110. (9) The peptide sequence is PSEVELEEY. The MHC is HLA-B27:03 with pseudo-sequence HLA-B27:03. The binding affinity (normalized) is 0.0847.